The task is: Predict the product of the given reaction.. This data is from Forward reaction prediction with 1.9M reactions from USPTO patents (1976-2016). (1) Given the reactants [F:1][C:2]([F:21])([C:8]1[CH:13]=[CH:12][CH:11]=[C:10]([O:14][CH2:15][CH2:16][O:17][CH:18]([CH3:20])[CH3:19])[CH:9]=1)[C:3]([O:5]CC)=[O:4].CO.O1CCCC1.O.[OH-].[Li+], predict the reaction product. The product is: [F:1][C:2]([F:21])([C:8]1[CH:13]=[CH:12][CH:11]=[C:10]([O:14][CH2:15][CH2:16][O:17][CH:18]([CH3:19])[CH3:20])[CH:9]=1)[C:3]([OH:5])=[O:4]. (2) Given the reactants [NH:1]1[CH2:6][CH2:5][NH:4][CH2:3][C:2]1=[O:7].Cl[C:9]1[C:18]([CH3:19])=[C:17]([Cl:20])[C:16]2[C:11](=[CH:12][C:13]([F:22])=[CH:14][C:15]=2[F:21])[N:10]=1.C(=O)([O-])[O-].[K+].[K+].C1(P(C2CCCCC2)C2C=CC=CC=2C2C(C(C)C)=CC(C(C)C)=CC=2C(C)C)CCCCC1, predict the reaction product. The product is: [Cl:20][C:17]1[C:16]2[C:11](=[CH:12][C:13]([F:22])=[CH:14][C:15]=2[F:21])[N:10]=[C:9]([N:4]2[CH2:5][CH2:6][NH:1][C:2](=[O:7])[CH2:3]2)[C:18]=1[CH3:19]. (3) The product is: [Cl:77][C:78]1[CH:79]=[CH:80][C:81]([O:94][CH3:95])=[C:82]([C:84]2[CH:89]=[CH:88][C:87]([CH:90]([NH2:92])[CH3:91])=[C:86]([F:93])[CH:85]=2)[CH:83]=1.[Cl:77][C:78]1[CH:79]=[CH:80][C:81]([O:94][CH3:95])=[C:82]([C:84]2[CH:89]=[CH:88][C:87]([CH:90]([NH:92][S:104]([C:99]3[CH:100]=[CH:101][C:102]([F:103])=[C:97]([F:96])[CH:98]=3)(=[O:106])=[O:105])[CH3:91])=[C:86]([F:93])[CH:85]=2)[CH:83]=1. Given the reactants C(C1C=C(C(N)C)C=CC=1C1C=C(F)C=CC=1OC)C=C.BrC1C=CC(C(N)C)=C(Cl)C=1.ClC1C=CC(OC)=C(B(O)O)C=1.FC1C=C(C2C=C(F)C=CC=2OC)C=CC=1C(NS(C1C(C(F)(F)F)=NN(C)C=1)(=O)=O)C.[Cl:77][C:78]1[CH:79]=[CH:80][C:81]([O:94][CH3:95])=[C:82]([C:84]2[CH:89]=[CH:88][C:87]([CH:90]([NH2:92])[CH3:91])=[C:86]([F:93])[CH:85]=2)[CH:83]=1.[F:96][C:97]1[CH:98]=[C:99]([S:104](Cl)(=[O:106])=[O:105])[CH:100]=[CH:101][C:102]=1[F:103], predict the reaction product. (4) Given the reactants Cl.[NH2:2][OH:3].C(=O)(O)[O-].[Na+].[OH:9][CH2:10][C:11]1[CH:18]=[CH:17][C:14]([C:15]#[N:16])=[CH:13][CH:12]=1, predict the reaction product. The product is: [OH:3][NH:2][C:15](=[NH:16])[C:14]1[CH:17]=[CH:18][C:11]([CH2:10][OH:9])=[CH:12][CH:13]=1. (5) Given the reactants [C:1]([CH:5]1[CH2:10][CH2:9][CH:8]([N:11]([CH2:23][C:24]2[CH:33]=[CH:32][C:27]([C:28]([O:30]C)=[O:29])=[CH:26][CH:25]=2)[C:12]2[N:16]([CH3:17])[C:15]3[CH:18]=[CH:19][C:20]([OH:22])=[CH:21][C:14]=3[N:13]=2)[CH2:7][CH2:6]1)([CH3:4])([CH3:3])[CH3:2].[Li+].[OH-].CCOC(C)=O.Cl, predict the reaction product. The product is: [C:1]([CH:5]1[CH2:10][CH2:9][CH:8]([N:11]([CH2:23][C:24]2[CH:25]=[CH:26][C:27]([C:28]([OH:30])=[O:29])=[CH:32][CH:33]=2)[C:12]2[N:16]([CH3:17])[C:15]3[CH:18]=[CH:19][C:20]([OH:22])=[CH:21][C:14]=3[N:13]=2)[CH2:7][CH2:6]1)([CH3:4])([CH3:2])[CH3:3]. (6) Given the reactants [N:1]1[NH:2][C:3](=S)[N:4]=[C:5]2[C:13]=1[C:12]1[CH:11]=[CH:10][CH:9]=[CH:8][C:7]=1[NH:6]2.O.[NH2:16][NH2:17], predict the reaction product. The product is: [N:1]1[C:13]2[C:12]3[CH:11]=[CH:10][CH:9]=[CH:8][C:7]=3[NH:6][C:5]=2[N:4]=[C:3]([NH:16][NH2:17])[N:2]=1. (7) Given the reactants [Cl:1][C:2]1[CH:3]=[CH:4][C:5]2[N:6]([N:8]=[C:9]([N:11]([C:18]3[CH:23]=[CH:22][C:21]([S:24]([CH3:27])(=[O:26])=[O:25])=[CH:20][C:19]=3[O:28][CH3:29])[C:12](=[O:17])[O:13][CH:14](Cl)[CH3:15])[N:10]=2)[CH:7]=1.[C:30]([O:34][C:35]([NH:37][C@@H:38]([C:42]([CH3:45])([CH3:44])[CH3:43])[C:39]([O-:41])=[O:40])=[O:36])([CH3:33])([CH3:32])[CH3:31].[Cs+].O, predict the reaction product. The product is: [C:30]([O:34][C:35]([NH:37][C@H:38]([C:39]([O:41][CH:14]([O:13][C:12](=[O:17])[N:11]([C:9]1[N:10]=[C:5]2[CH:4]=[CH:3][C:2]([Cl:1])=[CH:7][N:6]2[N:8]=1)[C:18]1[CH:23]=[CH:22][C:21]([S:24]([CH3:27])(=[O:25])=[O:26])=[CH:20][C:19]=1[O:28][CH3:29])[CH3:15])=[O:40])[C:42]([CH3:45])([CH3:44])[CH3:43])=[O:36])([CH3:33])([CH3:31])[CH3:32]. (8) Given the reactants [C:1]([C:4]1[C:5](=[O:34])[N:6]([CH3:33])[C:7]2[C:12]([C:13]=1[NH:14][C:15](=[O:17])[CH3:16])=[CH:11][C:10]([C:18]1[CH:23]=[CH:22][C:21]([Cl:24])=[CH:20][CH:19]=1)=[C:9]([C:25]1[CH:30]=[CH:29][C:28]([Cl:31])=[CH:27][C:26]=1[Cl:32])[N:8]=2)(=[O:3])[CH3:2].C1COCC1.[BH4-].[Na+], predict the reaction product. The product is: [Cl:24][C:21]1[CH:22]=[CH:23][C:18]([C:10]2[CH:11]=[C:12]3[C:7](=[N:8][C:9]=2[C:25]2[CH:30]=[CH:29][C:28]([Cl:31])=[CH:27][C:26]=2[Cl:32])[N:6]([CH3:33])[C:5](=[O:34])[C:4]([CH:1]([OH:3])[CH3:2])=[C:13]3[NH:14][C:15](=[O:17])[CH3:16])=[CH:19][CH:20]=1. (9) Given the reactants [CH:1]1([N:7]2[C:11](=[O:12])[CH:10]=[C:9]([CH3:13])[NH:8]2)[CH2:6][CH2:5][CH2:4][CH2:3][CH2:2]1.CI.O.[C:17](=O)([O-])[O-].[K+].[K+], predict the reaction product. The product is: [CH:1]1([N:7]2[C:11](=[O:12])[CH:10]=[C:9]([CH3:13])[N:8]2[CH3:17])[CH2:6][CH2:5][CH2:4][CH2:3][CH2:2]1.